From a dataset of Forward reaction prediction with 1.9M reactions from USPTO patents (1976-2016). Predict the product of the given reaction. Given the reactants [NH2:1][C:2]1[CH:7]=[CH:6][C:5]([S:8]([N:11]2[CH2:16][CH2:15][CH:14]([N:17]3[CH2:22][CH2:21][CH:20]([CH2:23][CH2:24][OH:25])[CH2:19][CH2:18]3)[CH2:13][CH2:12]2)(=[O:10])=[O:9])=[CH:4][CH:3]=1.Cl.N([O-])=O.[Na+].[N-:31]=[N+:32]=[N-].[Na+], predict the reaction product. The product is: [N:1]([C:2]1[CH:3]=[CH:4][C:5]([S:8]([N:11]2[CH2:16][CH2:15][CH:14]([N:17]3[CH2:22][CH2:21][CH:20]([CH2:23][CH2:24][OH:25])[CH2:19][CH2:18]3)[CH2:13][CH2:12]2)(=[O:10])=[O:9])=[CH:6][CH:7]=1)=[N+:31]=[N-:32].